Dataset: Catalyst prediction with 721,799 reactions and 888 catalyst types from USPTO. Task: Predict which catalyst facilitates the given reaction. (1) Reactant: [C:1]12([C:11](=[O:22])[CH2:12][S:13][C:14]3[CH:19]=[C:18]([Cl:20])[CH:17]=[CH:16][C:15]=3[Cl:21])[CH2:10][CH:5]3[CH2:6][CH:7]([CH2:9][CH:3]([CH2:4]3)[CH2:2]1)[CH2:8]2.C1C=C(Cl)C=C(C(OO)=[O:31])C=1. Product: [C:1]12([C:11](=[O:22])[CH2:12][S:13]([C:14]3[CH:19]=[C:18]([Cl:20])[CH:17]=[CH:16][C:15]=3[Cl:21])=[O:31])[CH2:8][CH:7]3[CH2:9][CH:3]([CH2:4][CH:5]([CH2:6]3)[CH2:10]1)[CH2:2]2. The catalyst class is: 2. (2) Reactant: [C:1]([C:4]1[CH:5]=[C:6]([CH2:17][O:18][CH2:19][C:20]2([C:33]3[CH:38]=[CH:37][CH:36]=[CH:35][CH:34]=3)[CH2:25][CH2:24][N:23]([C:26]([O:28][C:29]([CH3:32])([CH3:31])[CH3:30])=[O:27])[CH2:22][CH2:21]2)[CH:7]=[C:8]([C:10]2[CH:15]=[CH:14][C:13]([F:16])=[CH:12][CH:11]=2)[CH:9]=1)(=O)[NH2:2].FC(F)(F)C(OC(=O)C(F)(F)F)=O. Product: [C:1]([C:4]1[CH:5]=[C:6]([CH2:17][O:18][CH2:19][C:20]2([C:33]3[CH:34]=[CH:35][CH:36]=[CH:37][CH:38]=3)[CH2:25][CH2:24][N:23]([C:26]([O:28][C:29]([CH3:32])([CH3:31])[CH3:30])=[O:27])[CH2:22][CH2:21]2)[CH:7]=[C:8]([C:10]2[CH:15]=[CH:14][C:13]([F:16])=[CH:12][CH:11]=2)[CH:9]=1)#[N:2]. The catalyst class is: 17. (3) Reactant: [C:1]([NH:5][S:6]([CH2:9][CH2:10][NH:11]C(=O)OCC1C=CC=CC=1)(=[O:8])=[O:7])([CH3:4])([CH3:3])[CH3:2]. Product: [NH2:11][CH2:10][CH2:9][S:6]([NH:5][C:1]([CH3:4])([CH3:3])[CH3:2])(=[O:8])=[O:7]. The catalyst class is: 352.